From a dataset of Reaction yield outcomes from USPTO patents with 853,638 reactions. Predict the reaction yield, written as a fraction of the theoretical maximum amount of product (1.0 means a 100% yield; for example, 0.34 means a 34% yield). The reactants are [NH2:1][CH2:2][CH2:3][O:4][C:5]1[CH:10]=[C:9]([NH2:11])[CH:8]=[CH:7][N:6]=1.[C:12](O[C:12]([O:14][C:15]([CH3:18])([CH3:17])[CH3:16])=[O:13])([O:14][C:15]([CH3:18])([CH3:17])[CH3:16])=[O:13]. The catalyst is ClCCl. The product is [NH2:11][C:9]1[CH:8]=[CH:7][N:6]=[C:5]([O:4][CH2:3][CH2:2][NH:1][C:12](=[O:13])[O:14][C:15]([CH3:18])([CH3:17])[CH3:16])[CH:10]=1. The yield is 0.545.